Predict the reactants needed to synthesize the given product. From a dataset of Full USPTO retrosynthesis dataset with 1.9M reactions from patents (1976-2016). (1) The reactants are: [Br:1][C:2]1[CH:18]=[CH:17][C:5]([C:6]([C:8]2[CH:16]=[CH:15][C:11]([C:12]([OH:14])=O)=[CH:10][CH:9]=2)=[O:7])=[CH:4][CH:3]=1.[CH2:19]([NH:21][CH2:22][CH3:23])[CH3:20]. Given the product [Br:1][C:2]1[CH:3]=[CH:4][C:5]([C:6]([C:8]2[CH:9]=[CH:10][C:11]([C:12]([N:21]([CH2:22][CH3:23])[CH2:19][CH3:20])=[O:14])=[CH:15][CH:16]=2)=[O:7])=[CH:17][CH:18]=1, predict the reactants needed to synthesize it. (2) Given the product [CH2:26]([O:25][C:23]([C:22]1[NH:20][CH:21]=[C:9]([C:10]2[CH:15]=[CH:14][C:13]([F:16])=[CH:12][CH:11]=2)[C:8]=1[C:5]1[CH:6]=[CH:7][C:2]([F:1])=[CH:3][CH:4]=1)=[O:24])[CH3:27], predict the reactants needed to synthesize it. The reactants are: [F:1][C:2]1[CH:7]=[CH:6][C:5]([C:8]([N+]([O-])=O)=[CH:9][C:10]2[CH:15]=[CH:14][C:13]([F:16])=[CH:12][CH:11]=2)=[CH:4][CH:3]=1.[N+:20]([CH2:22][C:23]([O:25][CH2:26][CH3:27])=[O:24])#[C-:21].C1CCN2C(=NCCC2)CC1. (3) Given the product [C:30]([NH:29][C:28]1[C:27](=[O:26])[N:21]([C:18]2[CH:19]=[CH:20][C:15]([C:14]([NH:13][C:10]3[CH:9]=[CH:8][C:7]([CH:1]4[CH2:2][CH2:3][CH2:4][CH2:5][CH2:6]4)=[CH:12][CH:11]=3)=[O:23])=[CH:16][N:17]=2)[NH:22][CH:32]=1)(=[O:31])[CH3:34], predict the reactants needed to synthesize it. The reactants are: [CH:1]1([C:7]2[CH:12]=[CH:11][C:10]([NH:13][C:14](=[O:23])[C:15]3[CH:20]=[CH:19][C:18]([NH:21][NH2:22])=[N:17][CH:16]=3)=[CH:9][CH:8]=2)[CH2:6][CH2:5][CH2:4][CH2:3][CH2:2]1.C([O:26][CH:27]=[C:28]1[C:32](=O)[O:31][C:30]([CH3:34])=[N:29]1)C. (4) Given the product [Br:1][C:2]1[CH:3]=[N:4][C:5]([NH:8][CH2:12][CH2:13][CH2:14][O:15][C:16]2[CH:17]=[C:18]3[C:22](=[CH:23][CH:24]=2)[C@H:21]([CH2:25][C:26]([O:28][CH2:29][CH3:30])=[O:27])[CH2:20][CH2:19]3)=[N:6][CH:7]=1, predict the reactants needed to synthesize it. The reactants are: [Br:1][C:2]1[CH:3]=[N:4][C:5]([NH2:8])=[N:6][CH:7]=1.[H-].[Na+].Br[CH2:12][CH2:13][CH2:14][O:15][C:16]1[CH:17]=[C:18]2[C:22](=[CH:23][CH:24]=1)[C@H:21]([CH2:25][C:26]([O:28][CH2:29][CH3:30])=[O:27])[CH2:20][CH2:19]2.[NH4+].[Cl-]. (5) Given the product [CH3:25][C:26]1[S:30][C:29]([NH:31][C:12]([C:7]2[CH:8]=[CH:9][CH:10]=[C:11]3[C:6]=2[O:5][C:4]([C:15]2[C:16]([C:21]([F:24])([F:22])[F:23])=[N:17][CH:18]=[CH:19][CH:20]=2)=[CH:3][C:2]3=[O:1])=[O:14])=[N:28][CH:27]=1, predict the reactants needed to synthesize it. The reactants are: [O:1]=[C:2]1[C:11]2[C:6](=[C:7]([C:12]([OH:14])=O)[CH:8]=[CH:9][CH:10]=2)[O:5][C:4]([C:15]2[C:16]([C:21]([F:24])([F:23])[F:22])=[N:17][CH:18]=[CH:19][CH:20]=2)=[CH:3]1.[CH3:25][C:26]1[S:30][C:29]([NH2:31])=[N:28][CH:27]=1.CN(C(ON1N=NC2C=CC=NC1=2)=[N+](C)C)C.F[P-](F)(F)(F)(F)F.CCN(C(C)C)C(C)C. (6) The reactants are: ClC1C=C(Cl)C=CC=1C1C(N2C=CN=C2)=CN=C(CCN)N=1.Cl[C:24]1[N:29]=[C:28]([O:30][CH2:31][CH2:32][N:33]([CH3:35])[CH3:34])[C:27]([N+:36]([O-:38])=[O:37])=[CH:26][CH:25]=1.[Cl:39][C:40]1[CH:45]=[C:44]([Cl:46])[CH:43]=[CH:42][C:41]=1[C:47]1[C:52]([C:53]2[NH:54][CH:55]=[CH:56][N:57]=2)=[CH:51][N:50]=[C:49]([NH:58][CH2:59][CH2:60][NH:61]C2C=CC([N+]([O-])=O)=C(OC)N=2)[N:48]=1. Given the product [Cl:39][C:40]1[CH:45]=[C:44]([Cl:46])[CH:43]=[CH:42][C:41]=1[C:47]1[C:52]([C:53]2[NH:57][CH:56]=[CH:55][N:54]=2)=[CH:51][N:50]=[C:49]([NH:58][CH2:59][CH2:60][NH:61][C:24]2[N:29]=[C:28]([O:30][CH2:31][CH2:32][N:33]([CH3:35])[CH3:34])[C:27]([N+:36]([O-:38])=[O:37])=[CH:26][CH:25]=2)[N:48]=1, predict the reactants needed to synthesize it. (7) Given the product [CH:1]1[C:13]2[CH:12]([CH2:14][O:15][C:16]([N:18]3[CH2:23][C@@H:22]([C:24](=[O:47])[NH:25][CH2:26][C:27]4([CH2:41][CH2:42][CH2:43][CH2:44][O:45][CH3:46])[C:40]5[CH:39]=[CH:38][CH:37]=[CH:36][C:35]=5[O:34][C:33]5[C:28]4=[CH:29][CH:30]=[CH:31][CH:32]=5)[CH2:21][C@@H:20]([NH:48][S:57]([C:54]4[CH:53]=[CH:52][C:51]([O:50][CH3:49])=[CH:56][CH:55]=4)(=[O:59])=[O:58])[CH2:19]3)=[O:17])[C:11]3[C:6](=[CH:7][CH:8]=[CH:9][CH:10]=3)[C:5]=2[CH:4]=[CH:3][CH:2]=1, predict the reactants needed to synthesize it. The reactants are: [CH:1]1[C:13]2[CH:12]([CH2:14][O:15][C:16]([N:18]3[CH2:23][C@@H:22]([C:24](=[O:47])[NH:25][CH2:26][C:27]4([CH2:41][CH2:42][CH2:43][CH2:44][O:45][CH3:46])[C:40]5[CH:39]=[CH:38][CH:37]=[CH:36][C:35]=5[O:34][C:33]5[C:28]4=[CH:29][CH:30]=[CH:31][CH:32]=5)[CH2:21][C@@H:20]([NH2:48])[CH2:19]3)=[O:17])[C:11]3[C:6](=[CH:7][CH:8]=[CH:9][CH:10]=3)[C:5]=2[CH:4]=[CH:3][CH:2]=1.[CH3:49][O:50][C:51]1[CH:56]=[CH:55][C:54]([S:57](Cl)(=[O:59])=[O:58])=[CH:53][CH:52]=1. (8) Given the product [CH3:23][C:22]1[C:17]([O:1][C:2]2[CH:3]=[C:4]([CH2:12][C:13]([OH:15])=[O:14])[CH:5]=[C:6]([C:8]([F:9])([F:10])[F:11])[CH:7]=2)=[N:18][CH:19]=[C:20]([S:24]([C:27]2[CH:28]=[CH:29][CH:30]=[CH:31][CH:32]=2)(=[O:26])=[O:25])[CH:21]=1, predict the reactants needed to synthesize it. The reactants are: [OH:1][C:2]1[CH:3]=[C:4]([CH2:12][C:13]([OH:15])=[O:14])[CH:5]=[C:6]([C:8]([F:11])([F:10])[F:9])[CH:7]=1.Cl[C:17]1[C:22]([CH3:23])=[CH:21][C:20]([S:24]([C:27]2[CH:32]=[CH:31][CH:30]=[CH:29][CH:28]=2)(=[O:26])=[O:25])=[CH:19][N:18]=1.